Dataset: Reaction yield outcomes from USPTO patents with 853,638 reactions. Task: Predict the reaction yield, written as a fraction of the theoretical maximum amount of product (1.0 means a 100% yield; for example, 0.34 means a 34% yield). (1) The reactants are [CH3:1][C:2]1[CH:3]=[C:4]([CH2:11][CH:12]([C:33]2[CH:40]=[CH:39][C:36]([CH:37]=O)=[CH:35][N:34]=2)[CH2:13][C:14](=[O:32])[N:15]2[CH2:20][CH2:19][CH:18]([N:21]3[CH2:30][C:29]4[C:24](=[CH:25][CH:26]=[CH:27][CH:28]=4)[NH:23][C:22]3=[O:31])[CH2:17][CH2:16]2)[CH:5]=[C:6]2[C:10]=1[NH:9][N:8]=[CH:7]2.[BH-](O[C:51]([CH3:53])=O)(OC(C)=O)OC(C)=O.[Na+]. The catalyst is ClC(Cl)C.N1CCCCC1. The product is [CH3:1][C:2]1[CH:3]=[C:4]([CH2:11][CH:12]([C:33]2[CH:40]=[CH:39][C:36]([CH2:37][N:8]3[CH2:53][CH2:51][CH2:5][CH2:6][CH2:7]3)=[CH:35][N:34]=2)[CH2:13][C:14]([N:15]2[CH2:20][CH2:19][CH:18]([N:21]3[CH2:30][C:29]4[C:24](=[CH:25][CH:26]=[CH:27][CH:28]=4)[NH:23][C:22]3=[O:31])[CH2:17][CH2:16]2)=[O:32])[CH:5]=[C:6]2[C:10]=1[NH:9][N:8]=[CH:7]2. The yield is 0.720. (2) The reactants are [Cl:1][C:2]1[N:7]=[CH:6][C:5]([CH2:8][NH:9][CH2:10][CH:11]([F:13])[F:12])=[CH:4][CH:3]=1.S([O-])(O)(=O)=[O:15].[K+].[OH2:20].ClCCl.[C:24](#N)[CH2:25][CH2:26][CH3:27]. No catalyst specified. The product is [Cl:1][C:2]1[N:7]=[CH:6][C:5]([CH2:8][N:9]([CH2:10][CH:11]([F:13])[F:12])[C:26]2[CH2:27][O:20][C:24](=[O:15])[CH:25]=2)=[CH:4][CH:3]=1. The yield is 0.910. (3) The catalyst is ClC(Cl)C.O. The yield is 0.310. The reactants are [CH:1]([C:4]1[CH:18]=[C:17]([O:19][CH3:20])[CH:16]=[CH:15][C:5]=1[O:6][C:7]1[C:8]([NH2:14])=[N:9][C:10]([NH2:13])=[N:11][CH:12]=1)([CH3:3])[CH3:2].F[C:22](F)(F)[C:23](O)=[O:24].C(Cl)(=O)C.[Cl-].[Cl-].[Cl-].[Al+3]. The product is [NH2:13][C:10]1[N:9]=[C:8]([NH2:14])[C:7]([O:6][C:5]2[C:4]([CH:1]([CH3:3])[CH3:2])=[CH:18][C:17]([O:19][CH3:20])=[C:16]([C:23](=[O:24])[CH3:22])[CH:15]=2)=[CH:12][N:11]=1. (4) The reactants are CN(C)CCNC.[CH2:8]([Li])[CH2:9][CH2:10]C.[F:13][C:14]([F:24])([F:23])[C:15]1[CH:22]=[CH:21][C:18]([CH:19]=[O:20])=[CH:17][CH:16]=1.C(C=C)=[O:26]. The yield is 0.280. The product is [F:13][C:14]([F:23])([F:24])[C:15]1[CH:22]=[CH:21][C:18]2[CH:19]([OH:26])[O:20][CH:8]([CH:9]=[CH2:10])[C:17]=2[CH:16]=1. The catalyst is O1CCCC1.CCCCCC. (5) The reactants are O=P(Cl)(Cl)[Cl:3].[CH3:6][C@H:7]1[C:15]2[C:14](O)=[N:13][CH:12]=[N:11][C:10]=2[CH2:9][CH2:8]1.C([O-])(O)=O.[Na+]. The catalyst is ClCCCl. The product is [Cl:3][C:14]1[C:15]2[C@H:7]([CH3:6])[CH2:8][CH2:9][C:10]=2[N:11]=[CH:12][N:13]=1. The yield is 0.611. (6) The reactants are CS([C:5]1[N:6]=[C:7]([CH3:16])[C:8]2[CH:14]=[CH:13][C:12](=[O:15])[NH:11][C:9]=2[N:10]=1)(=O)=O.[C:17]1([N:27]2[CH2:32][CH2:31][N:30]([CH2:33][CH2:34][CH2:35][CH2:36][OH:37])[CH2:29][CH2:28]2)[C:26]2[C:21](=[CH:22][CH:23]=[CH:24][CH:25]=2)[CH:20]=[CH:19][CH:18]=1.CC(C)([O-])C.[Na+]. The catalyst is O1CCOCC1. The product is [CH3:16][C:7]1[C:8]2[CH:14]=[CH:13][C:12](=[O:15])[NH:11][C:9]=2[N:10]=[C:5]([O:37][CH2:36][CH2:35][CH2:34][CH2:33][N:30]2[CH2:31][CH2:32][N:27]([C:17]3[C:26]4[C:21](=[CH:22][CH:23]=[CH:24][CH:25]=4)[CH:20]=[CH:19][CH:18]=3)[CH2:28][CH2:29]2)[N:6]=1. The yield is 0.380. (7) The reactants are Br[C:2]1[CH:7]=[C:6]([Cl:8])[CH:5]=[CH:4][C:3]=1[C:9](=[O:11])[CH3:10].C(N(CCCC)CCCC)CCC.[C:25]([O:29][C:30]([CH3:33])([CH3:32])[CH3:31])(=[O:28])[CH:26]=[CH2:27]. The catalyst is CN(C=O)C.[Pd].CC([O-])=O.CC([O-])=O.[Pd+2]. The product is [C:9]([C:3]1[CH:4]=[CH:5][C:6]([Cl:8])=[CH:7][C:2]=1/[CH:27]=[CH:26]/[C:25]([O:29][C:30]([CH3:33])([CH3:32])[CH3:31])=[O:28])(=[O:11])[CH3:10]. The yield is 0.630.